Dataset: CYP2C19 inhibition data for predicting drug metabolism from PubChem BioAssay. Task: Regression/Classification. Given a drug SMILES string, predict its absorption, distribution, metabolism, or excretion properties. Task type varies by dataset: regression for continuous measurements (e.g., permeability, clearance, half-life) or binary classification for categorical outcomes (e.g., BBB penetration, CYP inhibition). Dataset: cyp2c19_veith. (1) The molecule is COc1ccc(CNc2ncnc3ccc(-c4ccccc4CN(C)C)cc23)c(OC)c1. The result is 1 (inhibitor). (2) The molecule is O=S(=O)(NCc1cccnc1)c1ccc(Cl)s1. The result is 1 (inhibitor). (3) The molecule is C/C=C\C[C@@H](C)[C@@H](O)[C@H]1C(=O)N[C@@H](CC)C(=O)N(C)CC(=O)N(C)[C@@H](CC(C)C)C(=O)N[C@@H](C(C)C)C(=O)N(C)[C@@H](CC(C)C)C(=O)N[C@@H](C)C(=O)N[C@H](C)C(=O)N(C)[C@@H](CC(C)C)C(=O)N(C)[C@@H](CC(C)C)C(=O)N(C)[C@@H](C(C)C)C(=O)N1C. The result is 0 (non-inhibitor). (4) The compound is COC1(CS(=O)c2ccccc2)CCN(CCc2c[nH]c3ccc(F)cc23)CC1. The result is 0 (non-inhibitor). (5) The molecule is O=C(Nc1cc(C(F)(F)F)ccc1N1CCCCC1)c1ccc(Br)o1. The result is 1 (inhibitor). (6) The drug is CNCCc1cnc[nH]1. The result is 0 (non-inhibitor). (7) The molecule is CN(Cc1ccco1)c1ncnc2ccc(-c3ccccc3Cl)cc12. The result is 1 (inhibitor). (8) The drug is CCOC(=O)C1CCCN(C(=O)CCn2nc(-c3ccccc3)ccc2=O)C1. The result is 0 (non-inhibitor). (9) The compound is Cc1cccc(C(=O)c2ccccc2C(=O)O)c1O. The result is 0 (non-inhibitor).